This data is from Reaction yield outcomes from USPTO patents with 853,638 reactions. The task is: Predict the reaction yield, written as a fraction of the theoretical maximum amount of product (1.0 means a 100% yield; for example, 0.34 means a 34% yield). (1) The reactants are [Cl:1][C:2]1[CH:7]=[CH:6][C:5]([CH:8]2[C:13](=[O:14])[CH2:12][CH2:11][O:10][CH2:9]2)=[CH:4][CH:3]=1.[BH4-].[Na+]. The catalyst is CO. The product is [Cl:1][C:2]1[CH:7]=[CH:6][C:5]([CH:8]2[CH:13]([OH:14])[CH2:12][CH2:11][O:10][CH2:9]2)=[CH:4][CH:3]=1. The yield is 0.770. (2) The reactants are [CH2:1]([N:3]([C@H:28]1[CH2:33][CH2:32][C@H:31]([OH:34])[CH2:30][CH2:29]1)[C:4]1[C:19]2[CH2:18][CH:17]=[CH:16][CH2:15][CH2:14][C:13]3[CH:20]=[C:21]([CH3:26])[N:22]=[C:23]([O:24]C)[C:12]=3[CH2:11][NH:10][C:9](=[O:27])[C:8]=2[CH:7]=[CH:6][CH:5]=1)[CH3:2].Cl. The catalyst is CO. The product is [CH2:1]([N:3]([C@H:28]1[CH2:33][CH2:32][C@H:31]([OH:34])[CH2:30][CH2:29]1)[C:4]1[C:19]2[CH2:18][CH:17]=[CH:16][CH2:15][CH2:14][C:13]3[CH:20]=[C:21]([CH3:26])[NH:22][C:23](=[O:24])[C:12]=3[CH2:11][NH:10][C:9](=[O:27])[C:8]=2[CH:7]=[CH:6][CH:5]=1)[CH3:2]. The yield is 0.741. (3) The reactants are [CH3:1][N:2]1[CH2:6][CH2:5][CH:4]([C:7](=O)[C:8]2[CH:13]=[CH:12][CH:11]=[N:10][CH:9]=2)C1=O.[Na].[BH4-].[Na+].O. The catalyst is Cl. The product is [N:10]1[CH:9]=[C:8]([CH:7]2[CH2:4][CH2:5][CH2:6][N:2]2[CH3:1])[CH:13]=[CH:12][CH:11]=1. The yield is 0.710. (4) The yield is 0.150. The reactants are Br[C:2]1[C:3]([N:20]2[CH2:25][CH2:24][N:23]([C:26](=[O:36])[CH2:27][NH:28][C:29](=[O:35])[O:30][C:31]([CH3:34])([CH3:33])[CH3:32])[CH2:22][CH2:21]2)=[C:4]2[C:10]([NH:11][C:12](=[O:19])[C:13]3[CH:18]=[CH:17][CH:16]=[N:15][CH:14]=3)=[CH:9][NH:8][C:5]2=[N:6][CH:7]=1.[C:37]1(B(O)O)[CH:42]=[CH:41][CH:40]=[CH:39][CH:38]=1. The catalyst is O1CCOCC1.C(Cl)Cl.C1C=CC([P]([Pd]([P](C2C=CC=CC=2)(C2C=CC=CC=2)C2C=CC=CC=2)([P](C2C=CC=CC=2)(C2C=CC=CC=2)C2C=CC=CC=2)[P](C2C=CC=CC=2)(C2C=CC=CC=2)C2C=CC=CC=2)(C2C=CC=CC=2)C2C=CC=CC=2)=CC=1. The product is [C:12]([NH:11][C:10]1[C:4]2[C:5](=[N:6][CH:7]=[C:2]([C:37]3[CH:42]=[CH:41][CH:40]=[CH:39][CH:38]=3)[C:3]=2[N:20]2[CH2:25][CH2:24][N:23]([C:26](=[O:36])[CH2:27][NH:28][C:29](=[O:35])[O:30][C:31]([CH3:34])([CH3:33])[CH3:32])[CH2:22][CH2:21]2)[NH:8][CH:9]=1)(=[O:19])[C:13]1[CH:18]=[CH:17][CH:16]=[N:15][CH:14]=1.[C:37]1([C:2]2[C:3]([N:20]3[CH2:25][CH2:24][NH:23][CH2:22][CH2:21]3)=[C:4]3[C:10]([NH:11][C:12](=[O:19])[C:13]4[CH:18]=[CH:17][CH:16]=[N:15][CH:14]=4)=[CH:9][NH:8][C:5]3=[N:6][CH:7]=2)[CH:42]=[CH:41][CH:40]=[CH:39][CH:38]=1. (5) The reactants are Br[CH2:2][CH2:3][CH:4]1[O:8][CH2:7][CH2:6][O:5]1.C(=O)([O-])[O-].[K+].[K+].[SH:15][CH:16]([C:27]1[C:32]([F:33])=[CH:31][CH:30]=[C:29]([F:34])[C:28]=1[F:35])[C:17]1[C:18]([CH3:26])=[CH:19][C:20]([C:23]([NH2:25])=[O:24])=[N:21][CH:22]=1.[Cl-].[NH4+]. The catalyst is C(OCC)(=O)C.CN(C)C=O. The product is [O:5]1[CH2:6][CH2:7][O:8][CH:4]1[CH2:3][CH2:2][S:15][CH:16]([C:27]1[C:32]([F:33])=[CH:31][CH:30]=[C:29]([F:34])[C:28]=1[F:35])[C:17]1[C:18]([CH3:26])=[CH:19][C:20]([C:23]([NH2:25])=[O:24])=[N:21][CH:22]=1. The yield is 0.660.